This data is from NCI-60 drug combinations with 297,098 pairs across 59 cell lines. The task is: Regression. Given two drug SMILES strings and cell line genomic features, predict the synergy score measuring deviation from expected non-interaction effect. (1) Drug 1: C1=CN(C(=O)N=C1N)C2C(C(C(O2)CO)O)O.Cl. Drug 2: C1=CC=C(C(=C1)C(C2=CC=C(C=C2)Cl)C(Cl)Cl)Cl. Cell line: A549. Synergy scores: CSS=36.0, Synergy_ZIP=0.243, Synergy_Bliss=2.04, Synergy_Loewe=-19.9, Synergy_HSA=-0.554. (2) Drug 1: CN1C(=O)N2C=NC(=C2N=N1)C(=O)N. Drug 2: CC1CCC2CC(C(=CC=CC=CC(CC(C(=O)C(C(C(=CC(C(=O)CC(OC(=O)C3CCCCN3C(=O)C(=O)C1(O2)O)C(C)CC4CCC(C(C4)OC)OCCO)C)C)O)OC)C)C)C)OC. Cell line: RXF 393. Synergy scores: CSS=-15.3, Synergy_ZIP=11.9, Synergy_Bliss=5.81, Synergy_Loewe=-5.87, Synergy_HSA=-9.03. (3) Drug 1: C1=CC(=C2C(=C1NCCNCCO)C(=O)C3=C(C=CC(=C3C2=O)O)O)NCCNCCO. Drug 2: CNC(=O)C1=NC=CC(=C1)OC2=CC=C(C=C2)NC(=O)NC3=CC(=C(C=C3)Cl)C(F)(F)F. Cell line: HCT-15. Synergy scores: CSS=71.6, Synergy_ZIP=5.07, Synergy_Bliss=4.79, Synergy_Loewe=-10.1, Synergy_HSA=7.67. (4) Drug 1: CC1=CC2C(CCC3(C2CCC3(C(=O)C)OC(=O)C)C)C4(C1=CC(=O)CC4)C. Drug 2: CNC(=O)C1=NC=CC(=C1)OC2=CC=C(C=C2)NC(=O)NC3=CC(=C(C=C3)Cl)C(F)(F)F. Cell line: SNB-75. Synergy scores: CSS=2.81, Synergy_ZIP=4.26, Synergy_Bliss=3.36, Synergy_Loewe=-9.39, Synergy_HSA=-1.80.